From a dataset of Full USPTO retrosynthesis dataset with 1.9M reactions from patents (1976-2016). Predict the reactants needed to synthesize the given product. (1) Given the product [CH:9]1([C:3]2[CH:4]=[C:5]([NH2:8])[N:6]=[N:7][C:2]=2[I:15])[CH2:14][CH2:13][CH2:12][CH2:11][CH2:10]1, predict the reactants needed to synthesize it. The reactants are: Cl[C:2]1[N:7]=[N:6][C:5]([NH2:8])=[CH:4][C:3]=1[CH:9]1[CH2:14][CH2:13][CH2:12][CH2:11][CH2:10]1.[IH:15].O.C([O-])([O-])=O.[Na+].[Na+]. (2) Given the product [F:1][C:2]1[CH:3]=[CH:4][C:5]([CH2:6][N:7]2[CH2:12][CH2:11][CH:10]=[CH:9][C:8]2=[O:21])=[CH:22][CH:23]=1, predict the reactants needed to synthesize it. The reactants are: [F:1][C:2]1[CH:23]=[CH:22][C:5]([CH2:6][N:7]2[CH2:12][CH2:11][CH2:10][CH:9](S(C3C=CC=CC=3)=O)[C:8]2=[O:21])=[CH:4][CH:3]=1.C(=O)([O-])[O-].[Na+].[Na+]. (3) Given the product [CH3:1][C:2]1[C:3]([CH:9]=[O:10])=[N:4][CH:5]=[CH:6][C:7]=1[CH3:8], predict the reactants needed to synthesize it. The reactants are: [CH3:1][C:2]1[C:3]([CH2:9][OH:10])=[N:4][CH:5]=[CH:6][C:7]=1[CH3:8]. (4) The reactants are: [OH:1][C:2]1[N:6]([CH2:7][CH2:8][N:9]2[C:17](=[O:18])[C:16]3[C:11](=[CH:12][CH:13]=[CH:14][CH:15]=3)[C:10]2=[O:19])[N:5]=[C:4]([CH3:20])[CH:3]=1.C(=O)([O-])[O-].[Cs+].[Cs+].Br[CH2:28][C:29]1[N:33]([C:34]2[CH:39]=[CH:38][CH:37]=[CH:36][CH:35]=2)[N:32]=[C:31]([CH3:40])[CH:30]=1.CC1C=C(CO)N(C2C=CC=CC=2)N=1. Given the product [CH3:20][C:4]1[CH:3]=[C:2]([O:1][CH2:28][C:29]2[N:33]([C:34]3[CH:35]=[CH:36][CH:37]=[CH:38][CH:39]=3)[N:32]=[C:31]([CH3:40])[CH:30]=2)[N:6]([CH2:7][CH2:8][N:9]2[C:17](=[O:18])[C:16]3[C:11](=[CH:12][CH:13]=[CH:14][CH:15]=3)[C:10]2=[O:19])[N:5]=1, predict the reactants needed to synthesize it. (5) Given the product [F:36][C:33]1[CH:34]=[CH:35][C:30]([C:4]([C:6]2[N:7]=[C:8]([C@@H:11]3[CH2:16][N:15]4[CH2:17][CH2:18][CH2:19][C@@H:14]4[CH2:13][N:12]3[C:20]([O:22][C:23]([CH3:24])([CH3:25])[CH3:26])=[O:21])[O:9][CH:10]=2)=[O:5])=[CH:31][CH:32]=1, predict the reactants needed to synthesize it. The reactants are: CON(C)[C:4]([C:6]1[N:7]=[C:8]([C@@H:11]2[CH2:16][N:15]3[CH2:17][CH2:18][CH2:19][C@@H:14]3[CH2:13][N:12]2[C:20]([O:22][C:23]([CH3:26])([CH3:25])[CH3:24])=[O:21])[O:9][CH:10]=1)=[O:5].Br[Mg][C:30]1[CH:35]=[CH:34][C:33]([F:36])=[CH:32][CH:31]=1. (6) Given the product [CH:15]([O:18][C:2]1[CH:10]=[CH:9][C:8]([S:11]([CH3:14])(=[O:13])=[O:12])=[CH:7][C:3]=1[C:4]([OH:6])=[O:5])([CH3:17])[CH3:16], predict the reactants needed to synthesize it. The reactants are: Cl[C:2]1[CH:10]=[CH:9][C:8]([S:11]([CH3:14])(=[O:13])=[O:12])=[CH:7][C:3]=1[C:4]([OH:6])=[O:5].[CH:15]([OH:18])([CH3:17])[CH3:16]. (7) Given the product [CH2:3]([O:4][C:38]1[CH:39]=[CH:40][C:41]([C@@H:44]([NH:57][C:58](=[O:67])[C@H:59]([C:61]2[CH:66]=[CH:65][CH:64]=[CH:63][CH:62]=2)[CH3:60])[C@H:45]2[CH2:49][CH2:48][CH2:47][N:46]2[C:50]([O:52][C:53]([CH3:56])([CH3:54])[CH3:55])=[O:51])=[CH:42][CH:43]=1)[CH:2]([CH3:5])[CH3:1], predict the reactants needed to synthesize it. The reactants are: [CH3:1][CH:2]([CH3:5])[CH2:3][OH:4].CCOC(/N=N/C(OCC)=O)=O.C1(P(C2C=CC=CC=2)C2C=CC=CC=2)C=CC=CC=1.O[C:38]1[CH:43]=[CH:42][C:41]([C@@H:44]([NH:57][C:58](=[O:67])[C@H:59]([C:61]2[CH:66]=[CH:65][CH:64]=[CH:63][CH:62]=2)[CH3:60])[C@H:45]2[CH2:49][CH2:48][CH2:47][N:46]2[C:50]([O:52][C:53]([CH3:56])([CH3:55])[CH3:54])=[O:51])=[CH:40][CH:39]=1.